From a dataset of Full USPTO retrosynthesis dataset with 1.9M reactions from patents (1976-2016). Predict the reactants needed to synthesize the given product. (1) Given the product [Cl:11][C:3]1[C:5]2[S:6][CH:7]=[CH:8][C:9]=2[N:10]=[C:12]([CH3:13])[N:14]=1.[CH3:13][C:12]1[N:14]=[C:3]([OH:4])[C:5]2[S:6][CH:7]=[CH:8][C:9]=2[N:10]=1, predict the reactants needed to synthesize it. The reactants are: CO[C:3]([C:5]1[S:6][CH:7]=[CH:8][C:9]=1[NH2:10])=[O:4].[ClH:11].[C:12](#[N:14])[CH3:13]. (2) Given the product [NH2:14][C:13]1[C:10](=[N:9][NH:8][C:4]2[CH:5]=[CH:6][CH:7]=[C:2]([Br:1])[CH:3]=2)[C:11]([NH2:12])=[N:30][N:29]=1, predict the reactants needed to synthesize it. The reactants are: [Br:1][C:2]1[CH:3]=[C:4]([NH:8][N:9]=[C:10]([C:13]#[N:14])[C:11]#[N:12])[CH:5]=[CH:6][CH:7]=1.BrC1C=C(C=CC=1)N.C(#N)CC#N.O.[NH2:29][NH2:30]. (3) Given the product [C:1]([O:5][C:6]([N:8]1[CH2:16][C:15]2[C:10](=[C:11]([O:23][CH2:24][CH2:25][C:26]3[N:27]=[C:28]([C:32]4[CH:33]=[CH:34][CH:35]=[CH:36][CH:37]=4)[O:29][C:30]=3[CH3:31])[CH:12]=[CH:13][C:14]=2[CH2:17][CH2:18][C:19]([OH:21])=[O:20])[CH2:9]1)=[O:7])([CH3:4])([CH3:2])[CH3:3], predict the reactants needed to synthesize it. The reactants are: [C:1]([O:5][C:6]([N:8]1[CH2:16][C:15]2[C:10](=[C:11]([O:23][CH2:24][CH2:25][C:26]3[N:27]=[C:28]([C:32]4[CH:37]=[CH:36][CH:35]=[CH:34][CH:33]=4)[O:29][C:30]=3[CH3:31])[CH:12]=[CH:13][C:14]=2[CH2:17][CH2:18][C:19]([O:21]C)=[O:20])[CH2:9]1)=[O:7])([CH3:4])([CH3:3])[CH3:2].[OH-].[Na+]. (4) The reactants are: [CH2:1]([C@H:3]1[CH2:7][NH:6][CH2:5][C@H:4]1[NH:8][C:9]1[C:10]2[N:11]([CH:18]=[C:19]([C:21]3[O:25][N:24]=[C:23]([CH3:26])[CH:22]=3)[CH:20]=2)[N:12]=[CH:13][C:14]=1[C:15]([NH2:17])=[O:16])[CH3:2].C(C1([C:32]([OH:34])=[O:33])CC1)#N.F[P-](F)(F)(F)(F)F.N1(OC(N(C)C)=[N+](C)C)C2N=C[CH:49]=[CH:50][C:45]=2N=N1.[CH:59](N(CC)C(C)C)(C)C. Given the product [C:15]([C:14]1[CH:13]=[N:12][N:11]2[CH:18]=[C:19]([C:21]3[O:25][N:24]=[C:23]([CH3:26])[CH:22]=3)[CH:20]=[C:10]2[C:9]=1[NH:8][C@H:4]1[C@@H:3]([CH2:1][CH3:2])[CH2:7][N:6]([C:32]([O:34][C:50]([CH3:49])([CH3:45])[CH3:59])=[O:33])[CH2:5]1)(=[O:16])[NH2:17], predict the reactants needed to synthesize it.